This data is from Catalyst prediction with 721,799 reactions and 888 catalyst types from USPTO. The task is: Predict which catalyst facilitates the given reaction. Reactant: [F:1][C:2]1[CH:8]=[CH:7][C:5]([NH2:6])=[CH:4][C:3]=1[O:9]C.B(Br)(Br)Br. Product: [NH2:6][C:5]1[CH:7]=[CH:8][C:2]([F:1])=[C:3]([OH:9])[CH:4]=1. The catalyst class is: 4.